From a dataset of Catalyst prediction with 721,799 reactions and 888 catalyst types from USPTO. Predict which catalyst facilitates the given reaction. Reactant: [F:1][C:2]([F:16])([F:15])[C:3]1[CH:8]=[CH:7][C:6]([C:9]2(O)[CH2:13][CH2:12][NH:11][CH2:10]2)=[CH:5][CH:4]=1.C(O)(C(F)(F)F)=O. Product: [F:16][C:2]([F:1])([F:15])[C:3]1[CH:4]=[CH:5][C:6]([C:9]2[CH2:10][NH:11][CH2:12][CH:13]=2)=[CH:7][CH:8]=1. The catalyst class is: 4.